From a dataset of Catalyst prediction with 721,799 reactions and 888 catalyst types from USPTO. Predict which catalyst facilitates the given reaction. (1) Reactant: [Cl:1][C:2]1[CH:3]=[C:4]([C:12]2[O:16][N:15]=[C:14]([C:17]3[CH:22]=[CH:21][C:20]([CH2:23]O)=[CH:19][CH:18]=3)[N:13]=2)[CH:5]=[CH:6][C:7]=1[O:8][CH:9]([CH3:11])[CH3:10].[NH:25]1[CH:29]=[CH:28][C:27]([C:30]([O:32][CH2:33][CH3:34])=[O:31])=[N:26]1.C(P(CCCC)CCCC)CCC.N(C(N(C)C)=O)=NC(N(C)C)=O. Product: [Cl:1][C:2]1[CH:3]=[C:4]([C:12]2[O:16][N:15]=[C:14]([C:17]3[CH:18]=[CH:19][C:20]([CH2:23][N:25]4[CH:29]=[CH:28][C:27]([C:30]([O:32][CH2:33][CH3:34])=[O:31])=[N:26]4)=[CH:21][CH:22]=3)[N:13]=2)[CH:5]=[CH:6][C:7]=1[O:8][CH:9]([CH3:10])[CH3:11]. The catalyst class is: 11. (2) Reactant: [Si:1]([O:8][CH2:9][CH2:10][CH:11]([CH2:31][N:32]1[CH:36]=[C:35]([Cl:37])[CH:34]=[N:33]1)[C:12]([NH:14][NH:15][C:16]1[CH:21]=[C:20]([C:22]2[CH:27]=[CH:26][N:25]=[C:24]([S:28][CH3:29])[N:23]=2)[CH:19]=[C:18]([F:30])[N:17]=1)=O)([C:4]([CH3:7])([CH3:6])[CH3:5])([CH3:3])[CH3:2].CCN(C(C)C)C(C)C.C1C=CC(P(C2C=CC=CC=2)C2C=CC=CC=2)=CC=1.BrBr. Product: [Si:1]([O:8][CH2:9][CH2:10][CH:11]([C:12]1[N:17]2[C:18]([F:30])=[CH:19][C:20]([C:22]3[CH:27]=[CH:26][N:25]=[C:24]([S:28][CH3:29])[N:23]=3)=[CH:21][C:16]2=[N:15][N:14]=1)[CH2:31][N:32]1[CH:36]=[C:35]([Cl:37])[CH:34]=[N:33]1)([C:4]([CH3:7])([CH3:6])[CH3:5])([CH3:3])[CH3:2]. The catalyst class is: 144. (3) Reactant: Cl.[NH2:2][C:3]1[C:14]2[C:6](=[N:7][C:8]3[CH2:9][NH:10][CH2:11][C:12]=3[C:13]=2[C:15]2[S:16][CH:17]=[CH:18][CH:19]=2)[S:5][C:4]=1[C:20]([NH2:22])=[O:21].C(N(C(C)C)CC)(C)C.[Cl:32][CH2:33][C:34](Cl)=[O:35]. Product: [NH2:2][C:3]1[C:14]2[C:6](=[N:7][C:8]3[CH2:9][N:10]([C:34](=[O:35])[CH2:33][Cl:32])[CH2:11][C:12]=3[C:13]=2[C:15]2[S:16][CH:17]=[CH:18][CH:19]=2)[S:5][C:4]=1[C:20]([NH2:22])=[O:21]. The catalyst class is: 198. (4) Product: [Cl:23][C:15]1[CH:14]=[C:13]([B:24]([OH:28])[OH:25])[CH:18]=[CH:17][C:16]=1[O:19][CH:20]1[CH2:22][CH2:21]1. The catalyst class is: 1. Reactant: C([Li])CCC.CCCCCC.Br[C:13]1[CH:18]=[CH:17][C:16]([O:19][CH:20]2[CH2:22][CH2:21]2)=[C:15]([Cl:23])[CH:14]=1.[B:24](OCC)([O:28]CC)[O:25]CC. (5) Reactant: [OH:1][C:2]1[CH:7]=[CH:6][C:5]([CH2:8][CH2:9][C:10]([O:12][CH2:13][CH3:14])=[O:11])=[C:4]([CH3:15])[C:3]=1[CH3:16].[F:17][C:18]1[C:22]2[CH:23]=[C:24]([F:29])[CH:25]=[C:26]([CH2:27]O)[C:21]=2[O:20][C:19]=1[CH3:30].C1(P(C2C=CC=CC=2)C2C=CC=CC=2)C=CC=CC=1.N(C(OCC)=O)=NC(OCC)=O. Product: [F:17][C:18]1[C:22]2[CH:23]=[C:24]([F:29])[CH:25]=[C:26]([CH2:27][O:1][C:2]3[CH:7]=[CH:6][C:5]([CH2:8][CH2:9][C:10]([O:12][CH2:13][CH3:14])=[O:11])=[C:4]([CH3:15])[C:3]=3[CH3:16])[C:21]=2[O:20][C:19]=1[CH3:30]. The catalyst class is: 7. (6) Product: [C:18]([C:22]1[CH:26]=[C:25]([NH:43][C:46]([NH:66][C:59]2[C:60]3[C:65](=[CH:64][CH:63]=[CH:62][CH:61]=3)[C:56]([O:55][C:53]3[CH:52]=[CH:51][N:50]=[C:49]([Cl:48])[N:54]=3)=[CH:57][CH:58]=2)=[O:8])[N:24]([C:30]2[CH:35]=[CH:34][CH:33]=[C:32]([CH2:36][P:37]([CH3:39])([CH3:40])=[O:38])[CH:31]=2)[N:23]=1)([CH3:21])([CH3:20])[CH3:19]. The catalyst class is: 3. Reactant: C1C=CC(P(N=[N+]=[N-])(C2C=CC=CC=2)=[O:8])=CC=1.[C:18]([C:22]1[CH:26]=[C:25](C(O)=O)[N:24]([C:30]2[CH:35]=[CH:34][CH:33]=[C:32]([CH2:36][P:37]([CH3:40])([CH3:39])=[O:38])[CH:31]=2)[N:23]=1)([CH3:21])([CH3:20])[CH3:19].CC[N:43]([CH2:46]C)CC.[Cl:48][C:49]1[N:54]=[C:53]([O:55][C:56]2[C:65]3[C:60](=[CH:61][CH:62]=[CH:63][CH:64]=3)[C:59]([NH2:66])=[CH:58][CH:57]=2)[CH:52]=[CH:51][N:50]=1. (7) Reactant: [CH2:1]([O:8][C:9]1[CH:14]=[CH:13][C:12]([N:15]2[C:19]3=[N:20][CH:21]=[C:22]([CH3:24])[CH:23]=[C:18]3[NH:17][C:16]2=[O:25])=[CH:11][CH:10]=1)[C:2]1[CH:7]=[CH:6][CH:5]=[CH:4][CH:3]=1.I[CH2:27][CH3:28].C(=O)([O-])[O-].[Cs+].[Cs+].O. Product: [CH2:1]([O:8][C:9]1[CH:14]=[CH:13][C:12]([N:15]2[C:19]3=[N:20][CH:21]=[C:22]([CH3:24])[CH:23]=[C:18]3[N:17]([CH2:27][CH3:28])[C:16]2=[O:25])=[CH:11][CH:10]=1)[C:2]1[CH:7]=[CH:6][CH:5]=[CH:4][CH:3]=1. The catalyst class is: 3.